This data is from Catalyst prediction with 721,799 reactions and 888 catalyst types from USPTO. The task is: Predict which catalyst facilitates the given reaction. (1) Reactant: [OH:1][C:2]([C:4]([F:7])([F:6])[F:5])=[O:3].[CH3:8][CH:9]1[CH2:14][CH2:13][N:12]([C:15]([C:17]2[CH:25]=[CH:24][C:23]3[N:22]([S:26]([C:29]4[CH:38]=[CH:37][CH:36]=[CH:35][C:30]=4[C:31]([O:33]C)=[O:32])(=[O:28])=[O:27])[C:21]4[CH2:39][CH2:40][N:41]([CH:43]5[CH2:48][CH2:47][O:46][CH2:45][CH2:44]5)[CH2:42][C:20]=4[C:19]=3[CH:18]=2)=[O:16])[CH2:11][CH2:10]1.[OH-].[Na+]. The catalyst class is: 5. Product: [CH3:8][CH:9]1[CH2:10][CH2:11][N:12]([C:15]([C:17]2[CH:25]=[CH:24][C:23]3[N:22]([S:26]([C:29]4[CH:38]=[CH:37][CH:36]=[CH:35][C:30]=4[C:31]([OH:33])=[O:32])(=[O:27])=[O:28])[C:21]4[CH2:39][CH2:40][N:41]([CH:43]5[CH2:44][CH2:45][O:46][CH2:47][CH2:48]5)[CH2:42][C:20]=4[C:19]=3[CH:18]=2)=[O:16])[CH2:13][CH2:14]1.[C:2]([OH:3])([C:4]([F:7])([F:6])[F:5])=[O:1]. (2) Reactant: [C:1]([O:4][C@H:5]1[CH2:10][CH2:9][C@H:8]2[C@H:11]3[C@H:21]([CH2:22][CH2:23][C@:6]12[CH3:7])[C@:19]1([CH3:20])[C@:14]([F:25])([CH2:15][C@@H:16]([OH:24])[CH2:17][CH2:18]1)[C:13](=[O:26])[CH2:12]3)(=[O:3])[CH3:2].C1(P(C2C=CC=CC=2)C2C=CC=CC=2)C=CC=CC=1.[C:46](O)(=[O:48])[CH3:47].CCOC(/N=N/C(OCC)=O)=O. Product: [F:25][C@:14]12[CH2:15][C@H:16]([O:24][C:46](=[O:48])[CH3:47])[CH2:17][CH2:18][C@:19]1([CH3:20])[C@@H:21]1[C@H:11]([C@H:8]3[C@@:6]([CH2:23][CH2:22]1)([CH3:7])[C@@H:5]([O:4][C:1](=[O:3])[CH3:2])[CH2:10][CH2:9]3)[CH2:12][C:13]2=[O:26]. The catalyst class is: 1. (3) Reactant: [Cl:1][C:2]1[CH:7]=[CH:6][C:5]([NH:8][C:9]2[CH:10]=[CH:11][C:12]([C:15]#[N:16])=[N:13][CH:14]=2)=[C:4]([N+:17]([O-])=O)[CH:3]=1. Product: [NH2:17][C:4]1[CH:3]=[C:2]([Cl:1])[CH:7]=[CH:6][C:5]=1[NH:8][C:9]1[CH:10]=[CH:11][C:12]([C:15]#[N:16])=[N:13][CH:14]=1. The catalyst class is: 94. (4) Reactant: Cl.[N:2]1([CH2:7][CH2:8][CH2:9][C:10]([OH:12])=[O:11])[CH2:6][CH2:5][CH2:4][CH2:3]1.C1N=CN(C(N2C=NC=C2)=O)C=1.[F:25][C:26]1[C:30]([C:31]2[CH:32]=[N:33][C:34]3[C:39]([CH:40]=2)=[CH:38][CH:37]=[CH:36][CH:35]=3)=[N:29][NH:28][C:27]=1[NH2:41]. Product: [CH:10]([OH:12])=[O:11].[F:25][C:26]1[C:30]([C:31]2[CH:32]=[N:33][C:34]3[C:39]([CH:40]=2)=[CH:38][CH:37]=[CH:36][CH:35]=3)=[N:29][NH:28][C:27]=1[NH:41][C:10](=[O:12])[CH2:9][CH2:8][CH2:7][N:2]1[CH2:3][CH2:4][CH2:5][CH2:6]1. The catalyst class is: 26. (5) Reactant: [CH2:1]([O:4][C:5]1[CH:12]=[C:11]([Br:13])[CH:10]=[CH:9][C:6]=1[CH:7]=O)[CH:2]=[CH2:3].[OH:14][C:15]1[CH:21]=[CH:20][C:18]([NH2:19])=[CH:17][CH:16]=1. Product: [CH2:1]([O:4][C:5]1[CH:12]=[C:11]([Br:13])[CH:10]=[CH:9][C:6]=1/[CH:7]=[N:19]/[C:18]1[CH:20]=[CH:21][C:15]([OH:14])=[CH:16][CH:17]=1)[CH:2]=[CH2:3]. The catalyst class is: 41. (6) Reactant: [CH2:1]([O:3][C:4](=[O:26])[C:5]([O:8][C:9]1[CH:14]=[CH:13][C:12]([O:15][C:16]2[CH:21]=[CH:20][CH:19]=[C:18]([CH2:22][NH2:23])[CH:17]=2)=[CH:11][C:10]=1[CH2:24]C)([CH3:7])[CH3:6])[CH3:2].CC([O-])=O.[Na+].[F:32][C:33]([F:43])([F:42])[C:34]1[CH:41]=[CH:40][C:37]([CH:38]=O)=[CH:36][CH:35]=1.[BH3-]C#N.[Na+]. Product: [CH2:1]([O:3][C:4](=[O:26])[C:5]([CH3:7])([O:8][C:9]1[CH:14]=[CH:13][C:12]([O:15][C:16]2[CH:21]=[CH:20][CH:19]=[C:18]([CH2:22][NH:23][CH2:38][C:37]3[CH:40]=[CH:41][C:34]([C:33]([F:43])([F:42])[F:32])=[CH:35][CH:36]=3)[CH:17]=2)=[CH:11][C:10]=1[CH3:24])[CH3:6])[CH3:2]. The catalyst class is: 467. (7) Reactant: Cl[C:2]1[N:7]=[CH:6][C:5]([C:8]2[CH:13]=[CH:12][C:11]([O:14][C:15]([F:18])([F:17])[F:16])=[CH:10][CH:9]=2)=[CH:4][N:3]=1.[CH:19]([C:21]1[CH:26]=[CH:25][C:24](B(O)O)=[CH:23][CH:22]=1)=[O:20].C(=O)([O-])[O-].[K+].[K+]. Product: [F:16][C:15]([F:18])([F:17])[O:14][C:11]1[CH:12]=[CH:13][C:8]([C:5]2[CH:4]=[N:3][C:2]([C:24]3[CH:25]=[CH:26][C:21]([CH:19]=[O:20])=[CH:22][CH:23]=3)=[N:7][CH:6]=2)=[CH:9][CH:10]=1. The catalyst class is: 658. (8) Reactant: [CH3:1][C:2]1([CH3:10])[CH2:7][C:6](=O)[CH2:5][C:4](=[O:9])[CH2:3]1.[CH3:11][O:12][C:13]1[CH:20]=[CH:19][CH:18]=[CH:17][C:14]=1[CH:15]=O.[F:21][C:22]([F:30])([F:29])[C:23]1[CH:27]=[C:26]([NH2:28])[NH:25][N:24]=1. Product: [CH3:11][O:12][C:13]1[CH:20]=[CH:19][CH:18]=[CH:17][C:14]=1[CH:15]1[C:5]2[C:4](=[O:9])[CH2:3][C:2]([CH3:1])([CH3:10])[CH2:7][C:6]=2[NH:28][C:26]2=[N:25][NH:24][C:23]([C:22]([F:30])([F:29])[F:21])=[C:27]12. The catalyst class is: 8. (9) Reactant: [Cl:1][C:2]1[CH:21]=[CH:20][C:5]([NH:6][C:7]2[C:16]3[C:11](=[CH:12][C:13]([OH:19])=[C:14]([O:17][CH3:18])[CH:15]=3)[N:10]=[CH:9][N:8]=2)=[C:4]([F:22])[CH:3]=1.C(=O)([O-])[O-].[K+].[K+].[I-].[K+].Cl.Cl[CH2:33][C:34]1[CH:39]=[CH:38][N:37]=[CH:36][CH:35]=1. Product: [ClH:1].[Cl:1][C:2]1[CH:21]=[CH:20][C:5]([NH:6][C:7]2[C:16]3[C:11](=[CH:12][C:13]([O:19][CH2:33][C:34]4[CH:39]=[CH:38][N:37]=[CH:36][CH:35]=4)=[C:14]([O:17][CH3:18])[CH:15]=3)[N:10]=[CH:9][N:8]=2)=[C:4]([F:22])[CH:3]=1. The catalyst class is: 3. (10) Reactant: [C:1]([O:5][C:6]([N:8]1[CH:13]([CH2:14][C:15](=O)[C:16]#[CH:17])[CH2:12][CH:11]([N:19]([CH2:24][C:25]2[CH:30]=[C:29]([C:31]([F:34])([F:33])[F:32])[CH:28]=[C:27]([C:35]([F:38])([F:37])[F:36])[CH:26]=2)[C:20]([O:22][CH3:23])=[O:21])[CH2:10][CH:9]1[CH2:39][CH3:40])=[O:7])([CH3:4])([CH3:3])[CH3:2].O.[NH2:42][NH2:43].O. Product: [C:1]([O:5][C:6]([N:8]1[CH:13]([CH2:14][C:15]2[CH:16]=[CH:17][NH:43][N:42]=2)[CH2:12][CH:11]([N:19]([CH2:24][C:25]2[CH:30]=[C:29]([C:31]([F:32])([F:33])[F:34])[CH:28]=[C:27]([C:35]([F:37])([F:38])[F:36])[CH:26]=2)[C:20]([O:22][CH3:23])=[O:21])[CH2:10][CH:9]1[CH2:39][CH3:40])=[O:7])([CH3:3])([CH3:4])[CH3:2]. The catalyst class is: 8.